From a dataset of Reaction yield outcomes from USPTO patents with 853,638 reactions. Predict the reaction yield, written as a fraction of the theoretical maximum amount of product (1.0 means a 100% yield; for example, 0.34 means a 34% yield). (1) The reactants are Cl.[OH:2][C@H:3]1[CH2:8][CH2:7][C@H:6]([NH:9][C:10]2[CH:18]=[C:17]([N:19]3[C:23]4=[N:24][CH:25]=[CH:26][C:27]([C:28]5[CH:29]=[C:30]6[CH:36]=[CH:35][N:34](COCC[Si](C)(C)C)[C:31]6=[N:32][CH:33]=5)=[C:22]4[C:21]([CH:45]([CH3:47])[CH3:46])=[N:20]3)[CH:16]=[CH:15][C:11]=2[C:12]([NH2:14])=[O:13])[CH2:5][CH2:4]1.[OH-].[Na+]. The catalyst is O.C1COCC1. The product is [OH:2][C@H:3]1[CH2:4][CH2:5][C@H:6]([NH:9][C:10]2[CH:18]=[C:17]([N:19]3[C:23]4=[N:24][CH:25]=[CH:26][C:27]([C:28]5[CH:29]=[C:30]6[CH:36]=[CH:35][NH:34][C:31]6=[N:32][CH:33]=5)=[C:22]4[C:21]([CH:45]([CH3:47])[CH3:46])=[N:20]3)[CH:16]=[CH:15][C:11]=2[C:12]([NH2:14])=[O:13])[CH2:7][CH2:8]1. The yield is 0.710. (2) The reactants are [OH:1][CH:2]1[CH2:7][CH2:6][N:5]([C:8]([O:10][C:11]([CH3:14])([CH3:13])[CH3:12])=[O:9])[CH2:4][CH2:3]1.CN(C)C=O.[H-].[Na+].Cl[C:23]1[N:28]=[CH:27][C:26]([C:29]#[N:30])=[CH:25][CH:24]=1. The catalyst is O. The product is [C:29]([C:26]1[CH:25]=[CH:24][C:23]([O:1][CH:2]2[CH2:3][CH2:4][N:5]([C:8]([O:10][C:11]([CH3:14])([CH3:13])[CH3:12])=[O:9])[CH2:6][CH2:7]2)=[N:28][CH:27]=1)#[N:30]. The yield is 0.890. (3) The reactants are [F:1][C:2]([F:20])([F:19])[C:3](=O)[CH2:4][C:5]([C:7]1[CH:17]=[CH:16][C:10]2[O:11][CH2:12][C:13](=[O:15])[NH:14][C:9]=2[CH:8]=1)=O.[CH3:21][O:22][C:23]1[CH:24]=[C:25]([NH:29][NH2:30])[CH:26]=[CH:27][CH:28]=1. The catalyst is C(N(CC)CC)C. The product is [CH3:21][O:22][C:23]1[CH:24]=[C:25]([N:29]2[C:5]([C:7]3[CH:17]=[CH:16][C:10]4[O:11][CH2:12][C:13](=[O:15])[NH:14][C:9]=4[CH:8]=3)=[CH:4][C:3]([C:2]([F:20])([F:19])[F:1])=[N:30]2)[CH:26]=[CH:27][CH:28]=1. The yield is 0.790.